This data is from Catalyst prediction with 721,799 reactions and 888 catalyst types from USPTO. The task is: Predict which catalyst facilitates the given reaction. (1) Reactant: [CH3:1][C:2]1[NH:10][C:9]2[C:4](=[N:5][C:6]([CH3:11])=[CH:7][CH:8]=2)[CH:3]=1.CC(C)([O-])C.[K+].[Cl:18][C:19]1[CH:24]=[CH:23][C:22]([S:25][S:25][C:22]2[CH:23]=[CH:24][C:19]([Cl:18])=[CH:20][CH:21]=2)=[CH:21][CH:20]=1.O. Product: [Cl:18][C:19]1[CH:24]=[CH:23][C:22]([S:25][C:3]2[C:4]3=[N:5][C:6]([CH3:11])=[CH:7][CH:8]=[C:9]3[NH:10][C:2]=2[CH3:1])=[CH:21][CH:20]=1. The catalyst class is: 107. (2) Reactant: [O:1]=[C:2]1[N:6]([CH2:7][C:8]([O:10]CC)=[O:9])[CH2:5][CH2:4][O:3]1. Product: [O:1]=[C:2]1[N:6]([CH2:7][C:8]([OH:10])=[O:9])[CH2:5][CH2:4][O:3]1. The catalyst class is: 33. (3) Reactant: [CH3:1][S:2]([CH:5]1[CH2:10][CH2:9][N:8](C(OC(C)(C)C)=O)[CH2:7][CH2:6]1)(=O)=O.[ClH:18]. Product: [ClH:18].[CH3:1][S:2][CH:5]1[CH2:10][CH2:9][NH:8][CH2:7][CH2:6]1. The catalyst class is: 71. (4) Reactant: Br[C:2]1[CH:3]=[C:4]([CH:22]=[CH:23][CH:24]=1)[CH2:5][O:6][C:7]1[CH:12]=[CH:11][C:10]([CH2:13][CH2:14][C:15]([O:17][C:18]([CH3:21])([CH3:20])[CH3:19])=[O:16])=[CH:9][CH:8]=1.[CH:25]([C:27]1[CH:32]=[CH:31][CH:30]=[CH:29][C:28]=1B(O)O)=[O:26].C(=O)([O-])[O-].[K+].[K+].C(O)C. Product: [CH:25]([C:27]1[CH:32]=[CH:31][CH:30]=[CH:29][C:28]=1[C:2]1[CH:24]=[CH:23][CH:22]=[C:4]([CH2:5][O:6][C:7]2[CH:12]=[CH:11][C:10]([CH2:13][CH2:14][C:15]([O:17][C:18]([CH3:21])([CH3:20])[CH3:19])=[O:16])=[CH:9][CH:8]=2)[CH:3]=1)=[O:26]. The catalyst class is: 802. (5) Reactant: C(N(CC)CC)C.[CH3:8][C@:9]12[C:15]([CH3:17])([CH3:16])[C@H:12]([CH2:13][CH2:14]1)[CH:11]([C:18](Cl)=[O:19])[C:10]2=O.C(OC([N:29]([C:32]1[C:37]([F:38])=[CH:36][CH:35]=[CH:34][C:33]=1[F:39])[NH:30][CH3:31])=O)(C)(C)C.Cl.O1CCOCC1. Product: [F:38][C:37]1[CH:36]=[CH:35][CH:34]=[C:33]([F:39])[C:32]=1[N:29]1[C:18](=[O:19])[C:11]2[C@@H:12]3[C:15]([CH3:17])([CH3:16])[C@@:9]([CH3:8])([CH2:14][CH2:13]3)[C:10]=2[N:30]1[CH3:31]. The catalyst class is: 417. (6) Reactant: [S:1]1[CH:5]=[CH:4][N:3]=[C:2]1[NH2:6].[C:7](Cl)(Cl)=[O:8].C1(C)C=CC=CC=1.[CH:18]([N:21]([CH:24]([CH3:26])C)CC)([CH3:20])C.N1CCCC1. Product: [S:1]1[CH:5]=[CH:4][N:3]=[C:2]1[NH:6][C:7]([N:21]1[CH2:18][CH2:20][CH2:26][CH2:24]1)=[O:8]. The catalyst class is: 4. (7) Reactant: [C:1]([CH:5]1[N:14]2[C:9](=[CH:10][C:11](=[O:20])[C:12]([C:15]([O:17][CH2:18][CH3:19])=[O:16])=[CH:13]2)[C:8]2[CH:21]=[C:22]([O:26][CH3:27])[C:23]([OH:25])=[CH:24][C:7]=2[CH2:6]1)([CH3:4])([CH3:3])[CH3:2].C([O-])([O-])=O.[K+].[K+].Br[CH2:35][CH2:36][CH2:37][N:38]1[CH:42]=[CH:41][CH:40]=[N:39]1. The catalyst class is: 31. Product: [C:1]([CH:5]1[N:14]2[C:9](=[CH:10][C:11](=[O:20])[C:12]([C:15]([O:17][CH2:18][CH3:19])=[O:16])=[CH:13]2)[C:8]2[CH:21]=[C:22]([O:26][CH3:27])[C:23]([O:25][CH2:35][CH2:36][CH2:37][N:38]3[CH:42]=[CH:41][CH:40]=[N:39]3)=[CH:24][C:7]=2[CH2:6]1)([CH3:2])([CH3:3])[CH3:4].